From a dataset of CYP3A4 substrate classification data from Carbon-Mangels et al.. Regression/Classification. Given a drug SMILES string, predict its absorption, distribution, metabolism, or excretion properties. Task type varies by dataset: regression for continuous measurements (e.g., permeability, clearance, half-life) or binary classification for categorical outcomes (e.g., BBB penetration, CYP inhibition). Dataset: cyp3a4_substrate_carbonmangels. (1) The molecule is CCC(=O)N(c1ccccc1)C1(COC)CCN(CCc2cccs2)CC1. The result is 1 (substrate). (2) The drug is O=C(CCCN1CCC(O)(c2cccc(C(F)(F)F)c2)CC1)c1ccc(F)cc1. The result is 0 (non-substrate). (3) The compound is CC(=O)C[C@@H](c1ccc([N+](=O)[O-])cc1)c1c(O)c2ccccc2oc1=O. The result is 1 (substrate). (4) The drug is CCCN(CCC)CCc1cccc2c1CC(=O)N2. The result is 1 (substrate).